Dataset: Forward reaction prediction with 1.9M reactions from USPTO patents (1976-2016). Task: Predict the product of the given reaction. (1) Given the reactants C([O:3][C:4]([C:6]1([S:14]([C:17]2[CH:22]=[CH:21][C:20]([O:23][C:24]3[CH:29]=[CH:28][C:27]([Cl:30])=[CH:26][CH:25]=3)=[CH:19][CH:18]=2)(=[O:16])=[O:15])[CH2:11][CH2:10][N:9]([CH2:12][CH3:13])[CH2:8][CH2:7]1)=[O:5])C, predict the reaction product. The product is: [Cl:30][C:27]1[CH:26]=[CH:25][C:24]([O:23][C:20]2[CH:19]=[CH:18][C:17]([S:14]([C:6]3([C:4]([OH:5])=[O:3])[CH2:11][CH2:10][N:9]([CH2:12][CH3:13])[CH2:8][CH2:7]3)(=[O:15])=[O:16])=[CH:22][CH:21]=2)=[CH:29][CH:28]=1. (2) Given the reactants [H-].[Na+].[CH3:3][O:4][C:5]1[C:10]([O:11][CH3:12])=[CH:9][CH:8]=[CH:7][C:6]=1[CH2:13][CH2:14][CH2:15][OH:16].[CH2:17](Br)[C:18]1[CH:23]=[CH:22][CH:21]=[CH:20][CH:19]=1, predict the reaction product. The product is: [CH2:17]([O:16][CH2:15][CH2:14][CH2:13][C:6]1[CH:7]=[CH:8][CH:9]=[C:10]([O:11][CH3:12])[C:5]=1[O:4][CH3:3])[C:18]1[CH:23]=[CH:22][CH:21]=[CH:20][CH:19]=1.